Predict which catalyst facilitates the given reaction. From a dataset of Catalyst prediction with 721,799 reactions and 888 catalyst types from USPTO. (1) Product: [Cl:1][C:2]1[CH:3]=[C:4]([CH:12]([CH2:16][C@H:17]2[CH2:21][CH2:20][CH2:19][O:18]2)[C:13]([NH:28][C:29]2[CH:33]=[CH:32][N:31]([CH2:34][C:35]([OH:37])([CH3:36])[CH3:38])[N:30]=2)=[O:15])[CH:5]=[CH:6][C:7]=1[S:8]([CH3:11])(=[O:9])=[O:10]. The catalyst class is: 2. Reactant: [Cl:1][C:2]1[CH:3]=[C:4]([CH:12]([CH2:16][C@H:17]2[CH2:21][CH2:20][CH2:19][O:18]2)[C:13]([OH:15])=O)[CH:5]=[CH:6][C:7]=1[S:8]([CH3:11])(=[O:10])=[O:9].C(Cl)(=O)C(Cl)=O.[NH2:28][C:29]1[CH:33]=[CH:32][N:31]([CH2:34][C:35]([CH3:38])([OH:37])[CH3:36])[N:30]=1.N1C(C)=CC=CC=1C. (2) Reactant: COC1C=CC(C[N:8]2[C:12]3=[N:13][CH:14]=[CH:15][CH:16]=[C:11]3[C:10]([C:17](=[O:19])[CH3:18])=[N:9]2)=CC=1. Product: [NH:8]1[C:12]2=[N:13][CH:14]=[CH:15][CH:16]=[C:11]2[C:10]([C:17](=[O:19])[CH3:18])=[N:9]1. The catalyst class is: 55. (3) Reactant: [Br:1][C:2]1[CH:3]=[C:4]([CH:8]=[CH:9][CH:10]=1)[C:5]([OH:7])=O.C(Cl)CCl.[NH2:15][C@@H:16]1[CH2:20][CH2:19][NH:18][CH2:17]1. Product: [Br:1][C:2]1[CH:3]=[C:4]([CH:8]=[CH:9][CH:10]=1)[C:5]([NH:15][CH:16]1[CH2:20][CH2:19][NH:18][CH2:17]1)=[O:7]. The catalyst class is: 10. (4) Reactant: [C@H:1]([N:5]([CH2:31][CH:32]=O)[C:6](=[O:30])[CH2:7][CH2:8][N:9]([CH2:20][CH2:21][C:22]1[CH:27]=[CH:26][C:25]([Cl:28])=[C:24]([Cl:29])[CH:23]=1)C(=O)OCC1C=CC=CC=1)([CH2:3][CH3:4])[CH3:2].C(N(CC)CC)C.[ClH:41].[NH2:42][CH2:43][CH2:44][C:45]1[C:50]2[O:51][CH2:52][C:53](=[O:55])[NH:54][C:49]=2[C:48]([OH:56])=[CH:47][CH:46]=1.C(O[BH-](OC(=O)C)OC(=O)C)(=O)C.[Na+]. Product: [ClH:28].[ClH:41].[C@H:1]([N:5]([CH2:31][CH2:32][NH:42][CH2:43][CH2:44][C:45]1[C:50]2[O:51][CH2:52][C:53](=[O:55])[NH:54][C:49]=2[C:48]([OH:56])=[CH:47][CH:46]=1)[C:6](=[O:30])[CH2:7][CH2:8][NH:9][CH2:20][CH2:21][C:22]1[CH:27]=[CH:26][C:25]([Cl:28])=[C:24]([Cl:29])[CH:23]=1)([CH2:3][CH3:4])[CH3:2]. The catalyst class is: 179. (5) Reactant: [CH3:1][O:2][C:3](=[O:21])[NH:4][C:5]1[CH:10]=[CH:9][C:8]([NH:11][CH2:12][CH2:13][N:14]2[CH2:19][CH2:18][CH2:17][CH2:16][CH2:15]2)=[C:7]([NH2:20])[CH:6]=1.[CH3:22][C:23]([CH3:28])([CH3:27])[C:24](Cl)=O. Product: [CH3:1][O:2][C:3](=[O:21])[NH:4][C:5]1[CH:10]=[CH:9][C:8]2[N:11]([CH2:12][CH2:13][N:14]3[CH2:19][CH2:18][CH2:17][CH2:16][CH2:15]3)[C:22]([C:23]([CH3:28])([CH3:27])[CH3:24])=[N:20][C:7]=2[CH:6]=1. The catalyst class is: 64. (6) Product: [F:18][C:2]([F:1])([F:19])[C:3]1[CH:8]=[C:7]([C:9]2[CH:10]=[CH:11][C:12]([S:22]([CH3:26])(=[O:24])=[O:21])=[CH:13][CH:14]=2)[NH:6][C:5](=[O:17])[CH:4]=1. The catalyst class is: 6. Reactant: [F:1][C:2]([F:19])([F:18])[C:3]1[CH:8]=[C:7]([C:9]2[CH:14]=[CH:13][C:12](SC)=[CH:11][CH:10]=2)[NH:6][C:5](=[O:17])[CH:4]=1.O[O:21][S:22]([O-:24])=O.[K+].[CH3:26]O. (7) Reactant: Cl[C:2]1[CH:7]=[C:6]([C:8]2[CH:13]=[CH:12][CH:11]=[CH:10][CH:9]=2)[N:5]=[C:4]([NH:14][C:15](=[O:32])[CH2:16][CH2:17][C:18]([C:20]2[CH:25]=[CH:24][C:23]([O:26][CH2:27][CH3:28])=[C:22]([O:29][CH2:30][CH3:31])[CH:21]=2)=[O:19])[CH:3]=1.C1(C2C=CC=CC=2)C=CC=CC=1P(C1CCCCC1)C1CCCCC1.C(=O)([O-])[O-].[K+].[K+].OB(O)[C:66]1[CH:67]=[C:68]([CH:72]=[CH:73][CH:74]=1)[C:69]([OH:71])=[O:70]. Product: [CH2:30]([O:29][C:22]1[CH:21]=[C:20]([C:18](=[O:19])[CH2:17][CH2:16][C:15]([NH:14][C:4]2[CH:3]=[C:2]([C:66]3[CH:67]=[C:68]([CH:72]=[CH:73][CH:74]=3)[C:69]([OH:71])=[O:70])[CH:7]=[C:6]([C:8]3[CH:13]=[CH:12][CH:11]=[CH:10][CH:9]=3)[N:5]=2)=[O:32])[CH:25]=[CH:24][C:23]=1[O:26][CH2:27][CH3:28])[CH3:31]. The catalyst class is: 110.